Dataset: Full USPTO retrosynthesis dataset with 1.9M reactions from patents (1976-2016). Task: Predict the reactants needed to synthesize the given product. (1) The reactants are: FC(F)(F)OC1C=CC(OC2C=CC(N)=CC=2C)=CC=1.CC(C(C)=O)C(OCC)=O.C1(C)C=CC(S(O)(=O)=O)=CC=1.[F:42][C:43]([F:67])([F:66])[O:44][C:45]1[CH:65]=[CH:64][C:48]([O:49][C:50]2[C:51]([CH3:63])=[C:52]3[C:57](=[CH:58][CH:59]=2)[N:56]=[C:55]([CH3:60])[C:54]([CH3:61])=[C:53]3[OH:62])=[CH:47][CH:46]=1. Given the product [F:66][C:43]([F:42])([F:67])[O:44][C:45]1[CH:65]=[CH:64][C:48]([O:49][C:50]2[CH:59]=[C:58]3[C:57](=[CH:52][C:51]=2[CH3:63])[N:56]=[C:55]([CH3:60])[C:54]([CH3:61])=[C:53]3[OH:62])=[CH:47][CH:46]=1, predict the reactants needed to synthesize it. (2) Given the product [Br:11][CH2:12][C:13]([NH:8][CH2:7][C:6]1[CH:9]=[CH:10][C:3]([O:2][CH3:1])=[CH:4][CH:5]=1)=[O:14], predict the reactants needed to synthesize it. The reactants are: [CH3:1][O:2][C:3]1[CH:10]=[CH:9][C:6]([CH2:7][NH2:8])=[CH:5][CH:4]=1.[Br:11][CH2:12][C:13](Br)=[O:14].C(N(CC)CC)C.O. (3) Given the product [Cl:1][C:2]1[C:11]([O:12][CH:13]([CH3:15])[CH3:14])=[C:10]([Cl:16])[C:9]2[C:4](=[CH:5][CH:6]=[C:7]([C:17]([C:19]3[N:23]([CH3:24])[C:22]([CH3:25])=[N:21][CH:20]=3)=[O:18])[CH:8]=2)[N:3]=1, predict the reactants needed to synthesize it. The reactants are: [Cl:1][C:2]1[C:11]([O:12][CH:13]([CH3:15])[CH3:14])=[C:10]([Cl:16])[C:9]2[C:4](=[CH:5][CH:6]=[C:7]([CH:17]([C:19]3[N:23]([CH3:24])[C:22]([CH3:25])=[N:21][CH:20]=3)[OH:18])[CH:8]=2)[N:3]=1. (4) Given the product [Br:2][C:3]1[C:11]([Cl:12])=[CH:10][C:6]([C:7]([OH:9])=[O:8])=[C:5]2[C:4]=1[C:21]1[CH2:20][CH2:19][CH:18]([C:22]([O:24][CH2:25][CH3:26])=[O:23])[CH2:17][C:16]=1[NH:13]2, predict the reactants needed to synthesize it. The reactants are: Cl.[Br:2][C:3]1[C:11]([Cl:12])=[CH:10][C:6]([C:7]([OH:9])=[O:8])=[C:5]([NH:13]N)[CH:4]=1.O=[C:16]1[CH2:21][CH2:20][CH2:19][CH:18]([C:22]([O:24][CH2:25][CH3:26])=[O:23])[CH2:17]1.C(O)(=O)C. (5) Given the product [Br:1][C:2]1[CH:10]=[C:9]2[C:5]([C:6]([F:13])([F:12])[C:7](=[O:11])[N:8]2[CH2:21][C:22]2[CH:27]=[CH:26][C:25]([O:28][CH3:29])=[CH:24][CH:23]=2)=[CH:4][CH:3]=1, predict the reactants needed to synthesize it. The reactants are: [Br:1][C:2]1[CH:10]=[C:9]2[C:5]([C:6]([F:13])([F:12])[C:7](=[O:11])[NH:8]2)=[CH:4][CH:3]=1.C(=O)([O-])[O-].[K+].[K+].Br[CH2:21][C:22]1[CH:27]=[CH:26][C:25]([O:28][CH3:29])=[CH:24][CH:23]=1. (6) Given the product [CH3:30][C:27]1[CH:28]=[CH:29][N:16]2[C:17]=1[C:18](=[O:26])[N:19]([C:20]1[CH:25]=[CH:24][CH:23]=[CH:22][CH:21]=1)[C:14]([C@@H:12]([NH:11][C:9]1[C:10]3[C:2]([C:47]4[CH:48]=[C:49]([NH:53][S:54]([CH3:57])(=[O:56])=[O:55])[CH:50]=[N:51][CH:52]=4)=[CH:3][N:4]([CH2:31][O:32][CH2:33][CH2:34][Si:35]([CH3:38])([CH3:37])[CH3:36])[C:5]=3[N:6]=[CH:7][N:8]=1)[CH3:13])=[N:15]2, predict the reactants needed to synthesize it. The reactants are: Br[C:2]1[C:10]2[C:9]([NH:11][C@H:12]([C:14]3[N:19]([C:20]4[CH:25]=[CH:24][CH:23]=[CH:22][CH:21]=4)[C:18](=[O:26])[C:17]4=[C:27]([CH3:30])[CH:28]=[CH:29][N:16]4[N:15]=3)[CH3:13])=[N:8][CH:7]=[N:6][C:5]=2[N:4]([CH2:31][O:32][CH2:33][CH2:34][Si:35]([CH3:38])([CH3:37])[CH3:36])[CH:3]=1.CC1(C)C(C)(C)OB([C:47]2[CH:48]=[C:49]([NH:53][S:54]([CH3:57])(=[O:56])=[O:55])[CH:50]=[N:51][CH:52]=2)O1.C(=O)([O-])[O-].[Na+].[Na+].[Cl-].[NH4+]. (7) Given the product [CH3:28][O:27][C:25]1[CH:24]=[C:22]([CH:21]=[C:20]([O:19][CH3:18])[CH:26]=1)[NH:23][C:2]1[CH:7]=[C:6]([C:8]([F:11])([F:10])[F:9])[N:5]=[C:4]([C:12]2[CH:17]=[CH:16][CH:15]=[CH:14][N:13]=2)[N:3]=1, predict the reactants needed to synthesize it. The reactants are: Cl[C:2]1[CH:7]=[C:6]([C:8]([F:11])([F:10])[F:9])[N:5]=[C:4]([C:12]2[CH:17]=[CH:16][CH:15]=[CH:14][N:13]=2)[N:3]=1.[CH3:18][O:19][C:20]1[CH:21]=[C:22]([CH:24]=[C:25]([O:27][CH3:28])[CH:26]=1)[NH2:23].